Dataset: Peptide-MHC class I binding affinity with 185,985 pairs from IEDB/IMGT. Task: Regression. Given a peptide amino acid sequence and an MHC pseudo amino acid sequence, predict their binding affinity value. This is MHC class I binding data. (1) The peptide sequence is KSSSILARR. The MHC is HLA-A68:01 with pseudo-sequence HLA-A68:01. The binding affinity (normalized) is 0.751. (2) The peptide sequence is GMLPVCPLI. The MHC is HLA-A68:02 with pseudo-sequence HLA-A68:02. The binding affinity (normalized) is 0.0999. (3) The peptide sequence is TQLPSKPHY. The MHC is HLA-B57:01 with pseudo-sequence HLA-B57:01. The binding affinity (normalized) is 0.0847. (4) The peptide sequence is CYPGKFVNE. The MHC is HLA-A02:01 with pseudo-sequence HLA-A02:01. The binding affinity (normalized) is 0.0381. (5) The peptide sequence is STAWLCALGK. The MHC is HLA-A68:01 with pseudo-sequence HLA-A68:01. The binding affinity (normalized) is 0.855. (6) The peptide sequence is LVTRKCPQKK. The MHC is HLA-A31:01 with pseudo-sequence HLA-A31:01. The binding affinity (normalized) is 0. (7) The peptide sequence is TPGPGTRYPL. The MHC is HLA-A29:02 with pseudo-sequence HLA-A29:02. The binding affinity (normalized) is 0.